This data is from Reaction yield outcomes from USPTO patents with 853,638 reactions. The task is: Predict the reaction yield, written as a fraction of the theoretical maximum amount of product (1.0 means a 100% yield; for example, 0.34 means a 34% yield). (1) The product is [CH2:1]([O:3][C:4](=[O:42])[C:5]([O:8][C:9]1[CH:10]=[CH:11][C:12]([O:15][CH2:16][CH2:17][CH:18]2[CH2:22][N:21]([CH2:23][C:24]3[CH:29]=[CH:28][C:27]([CH3:30])=[C:26]([CH3:31])[CH:25]=3)[C:20](=[O:32])[NH:19]2)=[CH:13][CH:14]=1)([CH3:6])[CH3:7])[CH3:2]. The reactants are [CH2:1]([O:3][C:4](=[O:42])[C:5]([O:8][C:9]1[CH:14]=[CH:13][C:12]([O:15][CH2:16][CH2:17][CH:18]2[CH2:22][N:21]([CH2:23][C:24]3[CH:29]=[CH:28][C:27]([CH3:30])=[C:26]([CH3:31])[CH:25]=3)[C:20](=[O:32])[N:19]2CC2C=CC(OC)=CC=2)=[CH:11][CH:10]=1)([CH3:7])[CH3:6])[CH3:2]. The yield is 0.600. The catalyst is FC(F)(F)C(O)=O.O. (2) The reactants are [C:1]1([As](C2C=CC=CC=2)C2C=CC=CC=2)C=CC=CC=1.FC(F)(F)S(O[C:26]1[CH2:30][C@@H:29]([CH2:31][O:32][Si:33]([C:36]([CH3:39])([CH3:38])[CH3:37])([CH3:35])[CH3:34])[N:28]([C:40](=[O:63])[C:41]2[CH:46]=[C:45]([O:47][CH3:48])[C:44]([O:49][Si:50]([CH:57]([CH3:59])[CH3:58])([CH:54]([CH3:56])[CH3:55])[CH:51]([CH3:53])[CH3:52])=[CH:43][C:42]=2[N+:60]([O-:62])=[O:61])[CH:27]=1)(=O)=O.CB(O)O.[O-]P([O-])([O-])=O.[K+].[K+].[K+]. The catalyst is O1CCOCC1.[Ag]=O.C1C=CC(C#N)=CC=1.C1C=CC(C#N)=CC=1.Cl[Pd]Cl. The product is [Si:33]([O:32][CH2:31][C@@H:29]1[CH2:30][C:26]([CH3:1])=[CH:27][N:28]1[C:40]([C:41]1[CH:46]=[C:45]([O:47][CH3:48])[C:44]([O:49][Si:50]([CH:57]([CH3:58])[CH3:59])([CH:54]([CH3:56])[CH3:55])[CH:51]([CH3:53])[CH3:52])=[CH:43][C:42]=1[N+:60]([O-:62])=[O:61])=[O:63])([C:36]([CH3:38])([CH3:37])[CH3:39])([CH3:34])[CH3:35]. The yield is 0.550.